Dataset: Full USPTO retrosynthesis dataset with 1.9M reactions from patents (1976-2016). Task: Predict the reactants needed to synthesize the given product. (1) Given the product [F:39][CH:7]([F:6])[C:8]1[N:12]([C:13]2[N:18]=[C:17]([N:19]3[CH2:24][CH2:23][O:22][CH2:21][CH2:20]3)[N:16]=[C:15]([O:25][C@H:26]3[CH2:31][CH2:30][C@H:29]([C:32]([NH:5][CH2:4][CH2:3][O:2][CH3:1])=[O:34])[CH2:28][CH2:27]3)[CH:14]=2)[C:11]2[CH:35]=[CH:36][CH:37]=[CH:38][C:10]=2[N:9]=1, predict the reactants needed to synthesize it. The reactants are: [CH3:1][O:2][CH2:3][CH2:4][NH2:5].[F:6][CH:7]([F:39])[C:8]1[N:12]([C:13]2[N:18]=[C:17]([N:19]3[CH2:24][CH2:23][O:22][CH2:21][CH2:20]3)[N:16]=[C:15]([O:25][C@H:26]3[CH2:31][CH2:30][C@H:29]([C:32]([OH:34])=O)[CH2:28][CH2:27]3)[CH:14]=2)[C:11]2[CH:35]=[CH:36][CH:37]=[CH:38][C:10]=2[N:9]=1.C(N(CC)C(C)C)(C)C.F[P-](F)(F)(F)(F)F.[H+].CN(C(=[N+](C)C)ON1C2=NC=CC=C2N=N1)C. (2) Given the product [F:1][C:2]1[CH:3]=[CH:4][C:5]([CH2:6][N:7]2[C:11]3[C:12](=[O:28])[N:13]([CH3:27])[C:14]([C:23]([OH:25])=[O:24])=[C:15]([C:16]4[CH:17]=[CH:18][C:19]([CH3:22])=[CH:20][CH:21]=4)[C:10]=3[C:9]3[CH2:29][O:30][CH2:31][CH2:32][C:8]2=3)=[CH:33][CH:34]=1, predict the reactants needed to synthesize it. The reactants are: [F:1][C:2]1[CH:34]=[CH:33][C:5]([CH2:6][N:7]2[C:11]3[C:12](=[O:28])[N:13]([CH3:27])[C:14]([C:23]([O:25]C)=[O:24])=[C:15]([C:16]4[CH:21]=[CH:20][C:19]([CH3:22])=[CH:18][CH:17]=4)[C:10]=3[C:9]3[CH2:29][O:30][CH2:31][CH2:32][C:8]2=3)=[CH:4][CH:3]=1.CO.[Li+].[OH-].Cl. (3) Given the product [F:29][C:27]([F:30])([F:28])[S:24]([O:23][C:20]1[CH:21]=[CH:22][C:16]2[O:15][CH2:14][CH:13]([CH2:12][N:31]3[CH2:34][CH2:33][CH2:32]3)[O:18][C:17]=2[CH:19]=1)(=[O:26])=[O:25], predict the reactants needed to synthesize it. The reactants are: CC1C=CC(S(O[CH2:12][CH:13]2[O:18][C:17]3[CH:19]=[C:20]([O:23][S:24]([C:27]([F:30])([F:29])[F:28])(=[O:26])=[O:25])[CH:21]=[CH:22][C:16]=3[O:15][CH2:14]2)(=O)=O)=CC=1.[NH:31]1[CH2:34][CH2:33][CH2:32]1.